This data is from Catalyst prediction with 721,799 reactions and 888 catalyst types from USPTO. The task is: Predict which catalyst facilitates the given reaction. (1) Reactant: [CH2:1]([N:6]1[C:14]2[N:13]=[C:12]([Cl:15])[N:11]([CH2:16][CH:17]=[CH2:18])[C:10]=2[C:9](=[O:19])[NH:8][C:7]1=[O:20])[CH2:2][CH2:3][CH2:4][CH3:5].[NH:21]1[CH:25]=[C:24]([CH2:26][CH2:27][CH2:28]O)[CH:23]=[N:22]1.N(C(OCC1C=CC=CC=1)=O)=NC(OCC1C=CC=CC=1)=O.C1(P(C2C=CC=CC=2)C2C=CC=CC=2)C=CC=CC=1. Product: [Cl:15][C:12]1[N:11]([CH2:16][CH:17]=[CH2:18])[C:10]2[C:9](=[O:19])[N:8]([CH2:28][CH2:27][CH2:26][C:24]3[CH:25]=[N:21][NH:22][CH:23]=3)[C:7](=[O:20])[N:6]([CH2:1][CH2:2][CH2:3][CH2:4][CH3:5])[C:14]=2[N:13]=1. The catalyst class is: 20. (2) Reactant: [NH:1]1[CH:5]=[N:4][C:3]([NH2:6])=[N:2]1.N1C=CC=CC=1.Cl[C:14]([O:16][CH2:17][C:18]([Cl:21])([Cl:20])[Cl:19])=[O:15].O. Product: [NH:1]1[CH:5]=[N:4][C:3]([NH:6][C:14](=[O:15])[O:16][CH2:17][C:18]([Cl:21])([Cl:20])[Cl:19])=[N:2]1. The catalyst class is: 7. (3) Reactant: [O:1]1[C:5]([C:6]2[CH:11]=[CH:10][CH:9]=[CH:8][C:7]=2[O:12][CH:13]2[CH2:18][CH2:17][N:16]([S:19](/[CH:22]=[CH:23]/[C:24]3[CH:29]=[CH:28][CH:27]=[CH:26][CH:25]=3)(=[O:21])=[O:20])[CH2:15][CH2:14]2)=[CH:4][CH:3]=[N:2]1.[NH2:30][OH:31].CCOC(C)=O. Product: [O:1]1[C:5]([C:6]2[CH:11]=[CH:10][CH:9]=[CH:8][C:7]=2[O:12][CH:13]2[CH2:18][CH2:17][N:16]([S:19]([CH2:22][CH:23]([NH:30][OH:31])[C:24]3[CH:29]=[CH:28][CH:27]=[CH:26][CH:25]=3)(=[O:20])=[O:21])[CH2:15][CH2:14]2)=[CH:4][CH:3]=[N:2]1. The catalyst class is: 20. (4) Reactant: C(=O)([O-])[O-].[K+].[K+].I[CH2:8][CH3:9].[C:10]([C:14]1[C:15]([Cl:22])=[CH:16][C:17]([I:21])=[C:18]([OH:20])[CH:19]=1)([CH3:13])([CH3:12])[CH3:11]. Product: [C:10]([C:14]1[C:15]([Cl:22])=[CH:16][C:17]([I:21])=[C:18]([O:20][CH2:8][CH3:9])[CH:19]=1)([CH3:13])([CH3:11])[CH3:12]. The catalyst class is: 131. (5) Reactant: [CH3:1][C:2]1[S:6][C:5]([C:7]([OH:9])=[O:8])=[CH:4][C:3]=1[N+:10]([O-:12])=[O:11].S(=O)(=O)(O)O.[C:18](=O)(O)[O-].[Na+]. Product: [CH3:18][O:8][C:7]([C:5]1[S:6][C:2]([CH3:1])=[C:3]([N+:10]([O-:12])=[O:11])[CH:4]=1)=[O:9]. The catalyst class is: 5. (6) The catalyst class is: 5. Reactant: [C:1]1([CH2:7][C:8]2[O:12][N:11]=[C:10]([CH2:13][CH2:14][CH:15]=[O:16])[N:9]=2)[CH:6]=[CH:5][CH:4]=[CH:3][CH:2]=1.[BH4-].[Na+]. Product: [C:1]1([CH2:7][C:8]2[O:12][N:11]=[C:10]([CH2:13][CH2:14][CH2:15][OH:16])[N:9]=2)[CH:2]=[CH:3][CH:4]=[CH:5][CH:6]=1.